This data is from Catalyst prediction with 721,799 reactions and 888 catalyst types from USPTO. The task is: Predict which catalyst facilitates the given reaction. (1) Reactant: I[C:2]1[C:3]([NH:8][C:9](=[O:14])[C:10]([CH3:13])([CH3:12])[CH3:11])=[N:4][CH:5]=[CH:6][CH:7]=1.[Br:15][C:16]1[CH:17]=[N:18][NH:19][CH:20]=1.[C@@H]1(N)CCCC[C@H]1N.C(=O)([O-])[O-].[K+].[K+]. Product: [Br:15][C:16]1[CH:17]=[N:18][N:19]([C:2]2[C:3]([NH:8][C:9](=[O:14])[C:10]([CH3:13])([CH3:12])[CH3:11])=[N:4][CH:5]=[CH:6][CH:7]=2)[CH:20]=1. The catalyst class is: 509. (2) Reactant: [N:1]([CH2:4][CH2:5][NH:6]C(=O)CCCCCCCCCCCCC)=[N+:2]=[N-:3].[F:22][C:23]1[CH:24]=[C:25]([CH:29]=[C:30]([F:32])[CH:31]=1)[C:26](Cl)=[O:27].N(CCN)=[N+]=[N-].C(N(CC)CC)C. Product: [N:1]([CH2:4][CH2:5][NH:6][C:26](=[O:27])[C:25]1[CH:24]=[C:23]([F:22])[CH:31]=[C:30]([F:32])[CH:29]=1)=[N+:2]=[N-:3]. The catalyst class is: 4.